From a dataset of Full USPTO retrosynthesis dataset with 1.9M reactions from patents (1976-2016). Predict the reactants needed to synthesize the given product. (1) Given the product [Br:1][CH2:2][C:3]([C:5]1[CH:13]=[CH:12][C:8]([C:9]([O:11][CH3:14])=[O:10])=[CH:7][CH:6]=1)=[O:4], predict the reactants needed to synthesize it. The reactants are: [Br:1][CH2:2][C:3]([C:5]1[CH:13]=[CH:12][C:8]([C:9]([OH:11])=[O:10])=[CH:7][CH:6]=1)=[O:4].[CH3:14][Si](C=[N+]=[N-])(C)C. (2) Given the product [CH2:1]([O:8][C:9]1[C:14]([N+:15]([O-:17])=[O:16])=[C:13]([C:21]2[CH:22]=[CH:23][C:24]([O:26][CH:27]([F:28])[F:29])=[CH:25][C:20]=2[Cl:19])[CH:12]=[CH:11][N:10]=1)[C:2]1[CH:7]=[CH:6][CH:5]=[CH:4][CH:3]=1, predict the reactants needed to synthesize it. The reactants are: [CH2:1]([O:8][C:9]1[C:14]([N+:15]([O-:17])=[O:16])=[C:13](Cl)[CH:12]=[CH:11][N:10]=1)[C:2]1[CH:7]=[CH:6][CH:5]=[CH:4][CH:3]=1.[Cl:19][C:20]1[CH:25]=[C:24]([O:26][CH:27]([F:29])[F:28])[CH:23]=[CH:22][C:21]=1B(O)O.